This data is from NCI-60 drug combinations with 297,098 pairs across 59 cell lines. The task is: Regression. Given two drug SMILES strings and cell line genomic features, predict the synergy score measuring deviation from expected non-interaction effect. (1) Drug 1: C1=NC(=NC(=O)N1C2C(C(C(O2)CO)O)O)N. Drug 2: C1CN(P(=O)(OC1)NCCCl)CCCl. Cell line: HT29. Synergy scores: CSS=10.1, Synergy_ZIP=-1.03, Synergy_Bliss=5.95, Synergy_Loewe=-19.1, Synergy_HSA=2.01. (2) Drug 1: C1CN1P(=S)(N2CC2)N3CC3. Cell line: EKVX. Synergy scores: CSS=8.70, Synergy_ZIP=-3.36, Synergy_Bliss=-2.37, Synergy_Loewe=-0.136, Synergy_HSA=1.73. Drug 2: COCCOC1=C(C=C2C(=C1)C(=NC=N2)NC3=CC=CC(=C3)C#C)OCCOC.Cl. (3) Drug 1: CN(C)N=NC1=C(NC=N1)C(=O)N. Drug 2: CC1=C2C(C(=O)C3(C(CC4C(C3C(C(C2(C)C)(CC1OC(=O)C(C(C5=CC=CC=C5)NC(=O)OC(C)(C)C)O)O)OC(=O)C6=CC=CC=C6)(CO4)OC(=O)C)O)C)O. Cell line: OVCAR-5. Synergy scores: CSS=28.8, Synergy_ZIP=2.79, Synergy_Bliss=4.33, Synergy_Loewe=-31.4, Synergy_HSA=3.51. (4) Drug 1: C1CN1C2=NC(=NC(=N2)N3CC3)N4CC4. Drug 2: C1CN(CCN1C(=O)CCBr)C(=O)CCBr. Cell line: NCI-H226. Synergy scores: CSS=6.06, Synergy_ZIP=-4.28, Synergy_Bliss=-1.05, Synergy_Loewe=-8.59, Synergy_HSA=-0.466. (5) Cell line: MCF7. Synergy scores: CSS=44.3, Synergy_ZIP=-12.5, Synergy_Bliss=-8.63, Synergy_Loewe=-1.23, Synergy_HSA=0.0540. Drug 1: COC1=CC(=CC(=C1O)OC)C2C3C(COC3=O)C(C4=CC5=C(C=C24)OCO5)OC6C(C(C7C(O6)COC(O7)C8=CC=CS8)O)O. Drug 2: CC1CCC2CC(C(=CC=CC=CC(CC(C(=O)C(C(C(=CC(C(=O)CC(OC(=O)C3CCCCN3C(=O)C(=O)C1(O2)O)C(C)CC4CCC(C(C4)OC)O)C)C)O)OC)C)C)C)OC. (6) Drug 1: CCCS(=O)(=O)NC1=C(C(=C(C=C1)F)C(=O)C2=CNC3=C2C=C(C=N3)C4=CC=C(C=C4)Cl)F. Drug 2: CC12CCC3C(C1CCC2OP(=O)(O)O)CCC4=C3C=CC(=C4)OC(=O)N(CCCl)CCCl.[Na+]. Cell line: SW-620. Synergy scores: CSS=-33.0, Synergy_ZIP=9.61, Synergy_Bliss=-10.6, Synergy_Loewe=-29.6, Synergy_HSA=-29.4.